From a dataset of Forward reaction prediction with 1.9M reactions from USPTO patents (1976-2016). Predict the product of the given reaction. (1) Given the reactants [C:1](=O)([O-])[O-].[Na+].[Na+].S(OC)(OC)(=O)=O.[OH:14][C:15]1[CH:20]=[C:19]([C:21]([F:24])([F:23])[F:22])[O:18][C:17](=[O:25])[CH:16]=1, predict the reaction product. The product is: [CH3:1][O:14][C:15]1[CH:20]=[C:19]([C:21]([F:22])([F:23])[F:24])[O:18][C:17](=[O:25])[CH:16]=1. (2) Given the reactants [CH:1]1([CH2:7][N:8]2[C:12]3[CH:13]=[C:14]([NH2:17])[CH:15]=[CH:16][C:11]=3[N:10]=[CH:9]2)[CH2:6][CH2:5][CH2:4][CH2:3][CH2:2]1.[Br:18]Br.N.CO.C(Cl)(Cl)Cl, predict the reaction product. The product is: [CH:1]1([CH2:7][N:8]2[C:12]3[C:13]([Br:18])=[C:14]([NH2:17])[CH:15]=[CH:16][C:11]=3[N:10]=[CH:9]2)[CH2:2][CH2:3][CH2:4][CH2:5][CH2:6]1. (3) Given the reactants N([O-])=O.[Na+].[CH3:5][O:6][C:7]1[CH:12]=[C:11]([C:13]([O:15][CH3:16])=[O:14])[C:10]([NH2:17])=[CH:9][C:8]=1[O:18][CH3:19].Cl.[N-:21]=[N+:22]=[N-].[Na+].C([O-])(=O)C.[Na+], predict the reaction product. The product is: [N:17]([C:10]1[CH:9]=[C:8]([O:18][CH3:19])[C:7]([O:6][CH3:5])=[CH:12][C:11]=1[C:13]([O:15][CH3:16])=[O:14])=[N+:21]=[N-:22].